Dataset: NCI-60 drug combinations with 297,098 pairs across 59 cell lines. Task: Regression. Given two drug SMILES strings and cell line genomic features, predict the synergy score measuring deviation from expected non-interaction effect. (1) Drug 1: CCCS(=O)(=O)NC1=C(C(=C(C=C1)F)C(=O)C2=CNC3=C2C=C(C=N3)C4=CC=C(C=C4)Cl)F. Drug 2: CC12CCC3C(C1CCC2O)C(CC4=C3C=CC(=C4)O)CCCCCCCCCS(=O)CCCC(C(F)(F)F)(F)F. Cell line: COLO 205. Synergy scores: CSS=35.1, Synergy_ZIP=3.95, Synergy_Bliss=8.45, Synergy_Loewe=-1.94, Synergy_HSA=6.35. (2) Drug 1: C1=CC(=CC=C1CC(C(=O)O)N)N(CCCl)CCCl.Cl. Drug 2: C1C(C(OC1N2C=NC(=NC2=O)N)CO)O. Cell line: TK-10. Synergy scores: CSS=6.30, Synergy_ZIP=-1.98, Synergy_Bliss=2.78, Synergy_Loewe=-1.03, Synergy_HSA=0.497. (3) Drug 1: CC1=C(C=C(C=C1)NC2=NC=CC(=N2)N(C)C3=CC4=NN(C(=C4C=C3)C)C)S(=O)(=O)N.Cl. Drug 2: C1CCN(CC1)CCOC2=CC=C(C=C2)C(=O)C3=C(SC4=C3C=CC(=C4)O)C5=CC=C(C=C5)O. Cell line: OVCAR-4. Synergy scores: CSS=2.17, Synergy_ZIP=-0.333, Synergy_Bliss=1.51, Synergy_Loewe=0.540, Synergy_HSA=0.258. (4) Drug 2: CC1CCC2CC(C(=CC=CC=CC(CC(C(=O)C(C(C(=CC(C(=O)CC(OC(=O)C3CCCCN3C(=O)C(=O)C1(O2)O)C(C)CC4CCC(C(C4)OC)OCCO)C)C)O)OC)C)C)C)OC. Drug 1: CCCS(=O)(=O)NC1=C(C(=C(C=C1)F)C(=O)C2=CNC3=C2C=C(C=N3)C4=CC=C(C=C4)Cl)F. Cell line: EKVX. Synergy scores: CSS=29.9, Synergy_ZIP=11.5, Synergy_Bliss=11.3, Synergy_Loewe=-9.66, Synergy_HSA=9.80. (5) Drug 1: C1=NC2=C(N=C(N=C2N1C3C(C(C(O3)CO)O)F)Cl)N. Drug 2: CC1CCCC2(C(O2)CC(NC(=O)CC(C(C(=O)C(C1O)C)(C)C)O)C(=CC3=CSC(=N3)C)C)C. Cell line: MCF7. Synergy scores: CSS=30.2, Synergy_ZIP=3.33, Synergy_Bliss=3.15, Synergy_Loewe=-9.30, Synergy_HSA=-0.446. (6) Drug 1: CCC1(CC2CC(C3=C(CCN(C2)C1)C4=CC=CC=C4N3)(C5=C(C=C6C(=C5)C78CCN9C7C(C=CC9)(C(C(C8N6C=O)(C(=O)OC)O)OC(=O)C)CC)OC)C(=O)OC)O.OS(=O)(=O)O. Drug 2: CNC(=O)C1=NC=CC(=C1)OC2=CC=C(C=C2)NC(=O)NC3=CC(=C(C=C3)Cl)C(F)(F)F. Cell line: MDA-MB-435. Synergy scores: CSS=1.52, Synergy_ZIP=-1.33, Synergy_Bliss=-3.50, Synergy_Loewe=-0.223, Synergy_HSA=-2.81. (7) Drug 1: CN1C2=C(C=C(C=C2)N(CCCl)CCCl)N=C1CCCC(=O)O.Cl. Drug 2: CC12CCC3C(C1CCC2O)C(CC4=C3C=CC(=C4)O)CCCCCCCCCS(=O)CCCC(C(F)(F)F)(F)F. Cell line: SK-MEL-5. Synergy scores: CSS=-1.47, Synergy_ZIP=-1.00, Synergy_Bliss=-3.20, Synergy_Loewe=-6.24, Synergy_HSA=-5.52. (8) Drug 1: CN1C2=C(C=C(C=C2)N(CCCl)CCCl)N=C1CCCC(=O)O.Cl. Drug 2: C1C(C(OC1N2C=NC(=NC2=O)N)CO)O. Cell line: UO-31. Synergy scores: CSS=8.21, Synergy_ZIP=-1.84, Synergy_Bliss=1.63, Synergy_Loewe=-2.76, Synergy_HSA=1.29. (9) Drug 1: COC1=C(C=C2C(=C1)N=CN=C2NC3=CC(=C(C=C3)F)Cl)OCCCN4CCOCC4. Drug 2: CCCCCOC(=O)NC1=NC(=O)N(C=C1F)C2C(C(C(O2)C)O)O. Cell line: KM12. Synergy scores: CSS=25.2, Synergy_ZIP=-2.80, Synergy_Bliss=5.16, Synergy_Loewe=-16.9, Synergy_HSA=5.72. (10) Drug 1: CC(CN1CC(=O)NC(=O)C1)N2CC(=O)NC(=O)C2. Drug 2: CN(C(=O)NC(C=O)C(C(C(CO)O)O)O)N=O. Cell line: SNB-75. Synergy scores: CSS=-0.660, Synergy_ZIP=3.94, Synergy_Bliss=-2.56, Synergy_Loewe=-2.11, Synergy_HSA=-2.07.